Dataset: Aqueous solubility values for 9,982 compounds from the AqSolDB database. Task: Regression/Classification. Given a drug SMILES string, predict its absorption, distribution, metabolism, or excretion properties. Task type varies by dataset: regression for continuous measurements (e.g., permeability, clearance, half-life) or binary classification for categorical outcomes (e.g., BBB penetration, CYP inhibition). For this dataset (solubility_aqsoldb), we predict Y. (1) The molecule is O=c1[nH]c2nc[nH]c(=O)c2[nH]c1=O. The Y is -3.69 log mol/L. (2) The drug is CCC(=O)OCn1c(=O)[nH]cc(F)c1=O. The Y is -0.770 log mol/L. (3) The molecule is CC(O)CN.O=C(O)CC(O)(CC(=O)O)C(=O)O. The Y is 0.863 log mol/L. (4) The compound is CCCCn1c(=O)c2c(ncn2C)n(C)c1=O. The Y is -1.63 log mol/L.